This data is from Experimentally validated miRNA-target interactions with 360,000+ pairs, plus equal number of negative samples. The task is: Binary Classification. Given a miRNA mature sequence and a target amino acid sequence, predict their likelihood of interaction. The miRNA is hsa-miR-302d-5p with sequence ACUUUAACAUGGAGGCACUUGC. The protein sequence of the target gene is MARLADYFVLVAFGPHPRGSGEGQGQILQRFPEKDWEDNPFPQGIELFCQPSGWQLCPERNPPTFFVAVLTDINSERHYCACLTFWEPAEPSQQETTRVEDATEREEEGDEGGQTHLSPTAPAPSAQLFAPKTLVLVSRLDHTEVFRNSLGLIYAIHVEGLNVCLENVIGNLLTCTVPLAGGSQRTISLGAGDRQVIQTPLADSLPVSRCSVALLFRQLGITNVLSLFCAALTEHKVLFLSRSYQRLADACRGLLALLFPLRYSFTYVPILPAQLLEVLSTPTPFIIGVNAAFQAETQEL.... Result: 0 (no interaction).